From a dataset of Catalyst prediction with 721,799 reactions and 888 catalyst types from USPTO. Predict which catalyst facilitates the given reaction. (1) Reactant: [Cl:1][C:2]1[CH:24]=[CH:23][CH:22]=[C:21]([F:25])[C:3]=1[CH2:4][N:5]1[C:13]2[C:8](=[CH:9][CH:10]=[C:11]([C:14]([F:19])([F:18])[C:15]([OH:17])=[O:16])[CH:12]=2)[C:7]([CH3:20])=[N:6]1.[OH-].[K+:27]. Product: [Cl:1][C:2]1[CH:24]=[CH:23][CH:22]=[C:21]([F:25])[C:3]=1[CH2:4][N:5]1[C:13]2[C:8](=[CH:9][CH:10]=[C:11]([C:14]([F:19])([F:18])[C:15]([O-:17])=[O:16])[CH:12]=2)[C:7]([CH3:20])=[N:6]1.[K+:27]. The catalyst class is: 8. (2) Reactant: [Cl:1][C:2]1[C:11](B2OC(C)(C)C(C)(C)O2)=[CH:10][C:9]([CH3:21])=[C:8]2[C:3]=1[CH:4]([CH3:24])[CH2:5][C:6]([CH3:23])([CH3:22])[NH:7]2.Br[C:26]1[CH:27]=[N:28][CH:29]=[N:30][CH:31]=1. Product: [Cl:1][C:2]1[C:11]([C:26]2[CH:27]=[N:28][CH:29]=[N:30][CH:31]=2)=[CH:10][C:9]([CH3:21])=[C:8]2[C:3]=1[CH:4]([CH3:24])[CH2:5][C:6]([CH3:22])([CH3:23])[NH:7]2. The catalyst class is: 25.